Dataset: Forward reaction prediction with 1.9M reactions from USPTO patents (1976-2016). Task: Predict the product of the given reaction. (1) Given the reactants C(OC(=O)N[C@@H:8]([CH2:14][N:15]([C:25]([O:27][CH2:28][C:29]1[CH:34]=[CH:33][CH:32]=[CH:31][CH:30]=1)=[O:26])[CH2:16][C:17]1[CH:22]=[CH:21][C:20]([CH3:23])=[CH:19][C:18]=1[CH3:24])[C@@H:9]([OH:13])[CH2:10][CH2:11][CH3:12])(C)(C)C.C(O)(C(F)(F)F)=O.[C:43]([O:47][C:48](=[O:84])[NH:49][C:50]1[CH:55]=[C:54]([C:56]([F:59])([F:58])[F:57])[CH:53]=[C:52]([NH:60][C:61](=[O:83])[CH2:62][C:63](=[O:82])[NH:64][C@@H](CNCC2C=CC(C)=CC=2C)[C@@H](O)CCC)[CH:51]=1)([CH3:46])([CH3:45])[CH3:44].C(N(CC)C(C)C)(C)C.CN(C(ON1N=NC2C=CC=NC1=2)=[N+](C)C)C.F[P-](F)(F)(F)(F)F, predict the reaction product. The product is: [C:43]([O:47][C:48](=[O:84])[NH:49][C:50]1[CH:55]=[C:54]([C:56]([F:58])([F:59])[F:57])[CH:53]=[C:52]([NH:60][C:61](=[O:83])[CH2:62][C:63](=[O:82])[NH:64][C@@H:8]([CH2:14][N:15]([C:25]([O:27][CH2:28][C:29]2[CH:30]=[CH:31][CH:32]=[CH:33][CH:34]=2)=[O:26])[CH2:16][C:17]2[CH:22]=[CH:21][C:20]([CH3:23])=[CH:19][C:18]=2[CH3:24])[C@@H:9]([OH:13])[CH2:10][CH2:11][CH3:12])[CH:51]=1)([CH3:46])([CH3:44])[CH3:45]. (2) Given the reactants CC1C=C(N2CCN(CCOC3C=CC=CC=3)C2=O)SC=1C(O)=O.[F:25][C:26]1[CH:47]=[CH:46][C:29]([CH2:30][N:31]2[CH2:35][CH2:34][N:33]([C:36]3[S:40][C:39]([C:41](O)=[O:42])=[C:38]([CH3:44])[CH:37]=3)[C:32]2=[O:45])=[CH:28][CH:27]=1.[CH3:48][C:49]1[S:53][C:52]([CH2:54][NH2:55])=[CH:51][CH:50]=1, predict the reaction product. The product is: [F:25][C:26]1[CH:27]=[CH:28][C:29]([CH2:30][N:31]2[CH2:35][CH2:34][N:33]([C:36]3[S:40][C:39]([C:41]([NH:55][CH2:54][C:52]4[S:53][C:49]([CH3:48])=[CH:50][CH:51]=4)=[O:42])=[C:38]([CH3:44])[CH:37]=3)[C:32]2=[O:45])=[CH:46][CH:47]=1. (3) Given the reactants [CH:1]1([N:6]2[CH2:12][CH:11]([CH3:13])[C:10](=[O:14])[N:9]([CH3:15])[C:8]3[CH:16]=[N:17][C:18]([NH:20][C:21]4[CH:29]=[CH:28][C:24]([C:25](O)=[O:26])=[CH:23][CH:22]=4)=[N:19][C:7]2=3)[CH2:5][CH2:4][CH2:3][CH2:2]1.F[P-](F)(F)(F)(F)F.CN(C(N(C)C)=[N+]1C2C(=NC=CC=2)[N+]([O-])=N1)C.C(N(C(C)C)C(C)C)C.[NH2:63][CH:64]1[CH2:69][CH2:68][N:67]([CH3:70])[CH2:66][CH2:65]1, predict the reaction product. The product is: [CH:1]1([N:6]2[CH2:12][CH:11]([CH3:13])[C:10](=[O:14])[N:9]([CH3:15])[C:8]3[CH:16]=[N:17][C:18]([NH:20][C:21]4[CH:29]=[CH:28][C:24]([C:25]([NH:63][CH:64]5[CH2:69][CH2:68][N:67]([CH3:70])[CH2:66][CH2:65]5)=[O:26])=[CH:23][CH:22]=4)=[N:19][C:7]2=3)[CH2:2][CH2:3][CH2:4][CH2:5]1.